Dataset: Reaction yield outcomes from USPTO patents with 853,638 reactions. Task: Predict the reaction yield, written as a fraction of the theoretical maximum amount of product (1.0 means a 100% yield; for example, 0.34 means a 34% yield). (1) The reactants are [CH:1]1[CH:2]=[CH:3][C:4]([C:7]2[N:8]=[C:9](Cl)[CH:10]=[C:11]([Cl:13])[N:12]=2)=[CH:5][CH:6]=1.[NH2:15][C:16]1[CH:20]=[C:19]([CH3:21])[NH:18][N:17]=1.C(N(CC)C(C)C)(C)C.[I-].[Na+]. The catalyst is C(O)CCC. The product is [Cl:13][C:11]1[N:12]=[C:7]([C:4]2[CH:5]=[CH:6][CH:1]=[CH:2][CH:3]=2)[N:8]=[C:9]([NH:15][C:16]2[NH:17][N:18]=[C:19]([CH3:21])[CH:20]=2)[CH:10]=1. The yield is 0.290. (2) The reactants are N[C:2]1[C:10]2[C:5](=[N:6][C:7]([C:17]3[CH:22]=[CH:21][C:20]([F:23])=[CH:19][CH:18]=3)=[C:8]([C:11]3[CH:16]=[CH:15][N:14]=[CH:13][CH:12]=3)[CH:9]=2)[NH:4][N:3]=1.N([O-])=O.[Na+].C(=O)(O)[O-].[Na+].N.[BrH:34]. The product is [Br:34][C:2]1[C:10]2[C:5](=[N:6][C:7]([C:17]3[CH:22]=[CH:21][C:20]([F:23])=[CH:19][CH:18]=3)=[C:8]([C:11]3[CH:16]=[CH:15][N:14]=[CH:13][CH:12]=3)[CH:9]=2)[NH:4][N:3]=1. The yield is 0.210. The catalyst is O. (3) The reactants are [CH2:1]([O:3][C:4]([C:6]1[C:15](=[O:16])[C:14]2[C:9](=[C:10](Br)[CH:11]=[CH:12][C:13]=2[O:17][CH3:18])[NH:8][CH:7]=1)=[O:5])[CH3:2].C([O-])(=O)C.[Na+]. The catalyst is C(O)(=O)C.[Pd]. The product is [CH2:1]([O:3][C:4]([C:6]1[C:15](=[O:16])[C:14]2[C:9](=[CH:10][CH:11]=[CH:12][C:13]=2[O:17][CH3:18])[NH:8][CH:7]=1)=[O:5])[CH3:2]. The yield is 0.570. (4) The reactants are I[C:2]1[C:7](=[O:8])[N:6]([CH3:9])[CH:5]=[C:4]([C:10]2[CH:15]=[CH:14][N:13]=[C:12]([O:16][CH2:17][CH:18]3[CH2:23][CH2:22][O:21][CH2:20][CH2:19]3)[CH:11]=2)[C:3]=1[O:24][CH3:25].[CH3:26][CH:27]([N:30]1[CH2:35][CH2:34][N:33]([S:36]([CH3:39])(=[O:38])=[O:37])[CH2:32][CH2:31]1)[C:28]#[CH:29].C(N(CC)CC)C. The catalyst is C(#N)C.[Cu]I.Cl[Pd](Cl)([P](C1C=CC=CC=1)(C1C=CC=CC=1)C1C=CC=CC=1)[P](C1C=CC=CC=1)(C1C=CC=CC=1)C1C=CC=CC=1. The product is [CH:25]([OH:24])=[O:37].[CH3:9][N:6]1[CH:5]=[C:4]([C:10]2[CH:15]=[CH:14][N:13]=[C:12]([O:16][CH2:17][CH:18]3[CH2:23][CH2:22][O:21][CH2:20][CH2:19]3)[CH:11]=2)[C:3]2[O:24][C:28]([CH:27]([N:30]3[CH2:35][CH2:34][N:33]([S:36]([CH3:39])(=[O:38])=[O:37])[CH2:32][CH2:31]3)[CH3:26])=[CH:29][C:2]=2[C:7]1=[O:8]. The yield is 0.0600. (5) The reactants are [CH3:1][O:2][C:3]1[CH:8]=[CH:7][C:6]([NH2:9])=[CH:5][CH:4]=1.C(N(CC)CC)C.Cl[S:18]([C:21]1[CH:30]=[CH:29][C:24]([C:25]([O:27][CH3:28])=[O:26])=[CH:23][CH:22]=1)(=[O:20])=[O:19]. The catalyst is ClCCl. The product is [CH3:1][O:2][C:3]1[CH:8]=[CH:7][C:6]([NH:9][S:18]([C:21]2[CH:22]=[CH:23][C:24]([C:25]([O:27][CH3:28])=[O:26])=[CH:29][CH:30]=2)(=[O:20])=[O:19])=[CH:5][CH:4]=1. The yield is 0.300. (6) The reactants are [Br:1][C:2]1[CH:3]=[C:4]2[C:8](=[CH:9][CH:10]=1)[C:7](=O)[CH2:6][CH2:5]2.C([O:16][N:17]=O)(C)(C)C.C([OH:21])C. No catalyst specified. The product is [Br:1][C:2]1[CH:3]=[C:4]2[C:8]([CH2:7][C:6](=[O:21])[C:5]2=[N:17][OH:16])=[CH:9][CH:10]=1. The yield is 0.760. (7) The reactants are NC1C=C(OC)C=CC=1[C:4](O)=[O:5].[NH2:13][C:14]1[CH:19]=[C:18]([O:20][CH3:21])[CH:17]=[CH:16][C:15]=1[C:22]([C:24]1[CH:29]=[CH:28][CH:27]=[CH:26][C:25]=1[O:30][CH3:31])=[O:23].[NH2:32][C:33]1[S:34][CH:35]=[CH:36][N:37]=1. No catalyst specified. The product is [NH2:13][C:14]1[CH:19]=[C:18]([O:20][CH3:21])[CH:17]=[CH:16][C:15]=1[C:22]([C:24]1[CH:29]=[CH:28][CH:27]=[CH:26][C:25]=1[O:30][CH3:31])=[O:23].[CH3:31][O:30][C:25]1[CH:26]=[CH:27][CH:28]=[CH:29][C:24]=1[C:22]([C:15]1[CH:16]=[CH:17][C:18]([O:20][CH3:21])=[CH:19][C:14]=1[NH:13][C:4]([NH:32][C:33]1[S:34][CH:35]=[CH:36][N:37]=1)=[O:5])=[O:23]. The yield is 0.280. (8) The reactants are [CH3:1][N:2]1[N:6]=[N:5][C:4]([C@H:7]2[CH2:12][C@@H:11]([C:13]3[O:17][NH:16][C:15](=[O:18])[CH:14]=3)[CH2:10][CH2:9][N:8]2C(OCC2C=CC=CC=2)=O)=[N:3]1.Br. No catalyst specified. The product is [CH3:1][N:2]1[N:6]=[N:5][C:4]([C@H:7]2[CH2:12][C@@H:11]([C:13]3[O:17][NH:16][C:15](=[O:18])[CH:14]=3)[CH2:10][CH2:9][NH:8]2)=[N:3]1. The yield is 0.730. (9) The reactants are [O:1]1[C:6]2[CH:7]=[CH:8][C:9]([CH2:11][NH:12][C:13]3[CH:14]=[C:15]([CH:18]=[CH:19][CH:20]=3)[C:16]#[N:17])=[CH:10][C:5]=2[O:4][CH2:3][CH2:2]1.[C:21](Cl)(=[O:25])[CH2:22][CH2:23][CH3:24]. No catalyst specified. The product is [C:16]([C:15]1[CH:14]=[C:13]([N:12]([CH2:11][C:9]2[CH:8]=[CH:7][C:6]3[O:1][CH2:2][CH2:3][O:4][C:5]=3[CH:10]=2)[C:21](=[O:25])[CH2:22][CH2:23][CH3:24])[CH:20]=[CH:19][CH:18]=1)#[N:17]. The yield is 1.00.